From a dataset of Forward reaction prediction with 1.9M reactions from USPTO patents (1976-2016). Predict the product of the given reaction. Given the reactants C(O)CC.[ClH:5].[NH2:6][C:7]1[C:12]([C:13]2[CH:18]=[CH:17][C:16]([NH:19][C:20]([C:22]3[C:27](=[O:28])[C:26]([C:29]4[CH:34]=[CH:33][C:32]([F:35])=[CH:31][CH:30]=4)=[CH:25][N:24]([CH2:36][C:37]([F:40])([F:39])[F:38])[CH:23]=3)=[O:21])=[CH:15][CH:14]=2)=[CH:11][C:10]([C:41]2[CH:46]=[CH:45][C:44]([O:47][CH3:48])=[C:43]([O:49][CH3:50])[CH:42]=2)=[CH:9][N:8]=1, predict the reaction product. The product is: [ClH:5].[NH2:6][C:7]1[C:12]([C:13]2[CH:14]=[CH:15][C:16]([NH:19][C:20]([C:22]3[C:27](=[O:28])[C:26]([C:29]4[CH:30]=[CH:31][C:32]([F:35])=[CH:33][CH:34]=4)=[CH:25][N:24]([CH2:36][C:37]([F:38])([F:39])[F:40])[CH:23]=3)=[O:21])=[CH:17][CH:18]=2)=[CH:11][C:10]([C:41]2[CH:46]=[CH:45][C:44]([O:47][CH3:48])=[C:43]([O:49][CH3:50])[CH:42]=2)=[CH:9][N:8]=1.